This data is from Reaction yield outcomes from USPTO patents with 853,638 reactions. The task is: Predict the reaction yield, written as a fraction of the theoretical maximum amount of product (1.0 means a 100% yield; for example, 0.34 means a 34% yield). (1) The reactants are [NH2:1][C@@H:2]([C:6]([OH:8])=[O:7])[C@@H:3]([CH3:5])[OH:4].C([O-])([O-])=O.[K+].[K+].F[C:16]1[C:25]2[C:20](=[CH:21][CH:22]=[CH:23][CH:24]=2)[C:19]([C:26]#[N:27])=[CH:18][CH:17]=1. The catalyst is CS(C)=O. The product is [C:26]([C:19]1[C:20]2[C:25](=[CH:24][CH:23]=[CH:22][CH:21]=2)[C:16]([NH:1][C@H:2]([C@H:3]([OH:4])[CH3:5])[C:6]([OH:8])=[O:7])=[CH:17][CH:18]=1)#[N:27]. The yield is 0.760. (2) The reactants are [Cl:1][C:2]1[CH:7]=[CH:6][C:5]([NH:8][S:9]([C:12]([F:15])([F:14])[F:13])(=[O:11])=[O:10])=[C:4]([C:16]([CH:18]2[CH2:23][CH2:22][CH2:21][CH2:20][CH2:19]2)=O)[CH:3]=1.Cl.[F:25][C:26]1[CH:31]=[CH:30][C:29]([O:32][NH2:33])=[CH:28][CH:27]=1.CC([O-])=O.[Na+]. The catalyst is CCO. The product is [Cl:1][C:2]1[CH:7]=[CH:6][C:5]([NH:8][S:9]([C:12]([F:15])([F:14])[F:13])(=[O:11])=[O:10])=[C:4]([C:16](=[N:33][O:32][C:29]2[CH:30]=[CH:31][C:26]([F:25])=[CH:27][CH:28]=2)[CH:18]2[CH2:23][CH2:22][CH2:21][CH2:20][CH2:19]2)[CH:3]=1. The yield is 0.380.